Dataset: Forward reaction prediction with 1.9M reactions from USPTO patents (1976-2016). Task: Predict the product of the given reaction. (1) Given the reactants [CH3:1][N:2]([CH2:4][C:5]1[CH:10]=[CH:9][CH:8]=[CH:7][C:6]=1[N:11]1[CH2:16][CH2:15][N:14](C(OC(C)(C)C)=O)[CH2:13][CH2:12]1)[CH3:3].C(O)(C(F)(F)F)=O, predict the reaction product. The product is: [CH3:1][N:2]([CH3:3])[CH2:4][C:5]1[CH:10]=[CH:9][CH:8]=[CH:7][C:6]=1[N:11]1[CH2:16][CH2:15][NH:14][CH2:13][CH2:12]1. (2) Given the reactants [O:1]1[CH:5]=[CH:4][CH:3]=[C:2]1[C:6]1[C:7]2[CH:22]=[CH:21][CH:20]=[N:19][C:8]=2[NH:9][C:10](=O)[CH:11]([C:13]2[S:14][CH:15]=[CH:16][CH:17]=2)[N:12]=1.[NH:23]1[CH2:26][CH2:25][CH2:24]1, predict the reaction product. The product is: [N:23]1([C:10]2[CH:11]([C:13]3[S:14][CH:15]=[CH:16][CH:17]=3)[N:12]=[C:6]([C:2]3[O:1][CH:5]=[CH:4][CH:3]=3)[C:7]3[CH:22]=[CH:21][CH:20]=[N:19][C:8]=3[N:9]=2)[CH2:26][CH2:25][CH2:24]1. (3) Given the reactants [N:1]1([C:7]([NH:9][C:10]2[CH:19]=[CH:18][CH:17]=[CH:16][C:11]=2[C:12]([O:14][CH3:15])=[O:13])=[O:8])[CH2:6][CH2:5][NH:4][CH2:3][CH2:2]1.Cl[C:21]1[CH:30]=[N:29][C:28]2[C:23](=[CH:24][CH:25]=[CH:26][CH:27]=2)[N:22]=1, predict the reaction product. The product is: [N:22]1[C:23]2[C:28](=[CH:27][CH:26]=[CH:25][CH:24]=2)[N:29]=[CH:30][C:21]=1[N:4]1[CH2:5][CH2:6][N:1]([C:7]([NH:9][C:10]2[CH:19]=[CH:18][CH:17]=[CH:16][C:11]=2[C:12]([O:14][CH3:15])=[O:13])=[O:8])[CH2:2][CH2:3]1. (4) The product is: [CH:11]1([N:8]2[C:6]3[N:7]=[C:2]([NH:31][CH:22]([CH2:21][CH2:20][O:19][Si:18]([CH3:36])([CH3:17])[C:32]([CH3:33])([CH3:35])[CH3:34])[CH2:23][C:24]4[N:29]=[CH:28][C:27]([CH3:30])=[CH:26][N:25]=4)[NH:3][C:4](=[O:16])[C:5]=3[CH:10]=[N:9]2)[CH2:15][CH2:14][CH2:13][CH2:12]1. Given the reactants Cl[C:2]1[NH:3][C:4](=[O:16])[C:5]2[CH:10]=[N:9][N:8]([CH:11]3[CH2:15][CH2:14][CH2:13][CH2:12]3)[C:6]=2[N:7]=1.[CH3:17][Si:18]([CH3:36])([C:32]([CH3:35])([CH3:34])[CH3:33])[O:19][CH2:20][CH2:21][CH:22]([NH2:31])[CH2:23][C:24]1[N:29]=[CH:28][C:27]([CH3:30])=[CH:26][N:25]=1.CCN(C(C)C)C(C)C, predict the reaction product.